The task is: Predict the reaction yield, written as a fraction of the theoretical maximum amount of product (1.0 means a 100% yield; for example, 0.34 means a 34% yield).. This data is from Reaction yield outcomes from USPTO patents with 853,638 reactions. The reactants are Br[C:2]1[CH:7]=[CH:6][C:5]([C@H:8]2[CH2:25][C@@:23]3([CH3:24])[C@@H:19]([CH2:20][C@@H:21]([CH3:31])[C@@H:22]3[C:26]([CH:28]3[CH2:30][CH2:29]3)=[O:27])[C@H:18]3[C:9]2=[C:10]2[C:15]([CH2:16][CH2:17]3)=[CH:14][C:13](=[O:32])[CH2:12][CH2:11]2)=[CH:4][CH:3]=1.[CH3:33][O:34][C:35]1[CH:36]=[C:37](B(O)O)[CH:38]=[N:39][CH:40]=1. No catalyst specified. The product is [CH:28]1([C:26]([C@H:22]2[C@H:21]([CH3:31])[CH2:20][C@H:19]3[C@H:18]4[C:9]([C@@H:8]([C:5]5[CH:6]=[CH:7][C:2]([C:37]6[CH:38]=[N:39][CH:40]=[C:35]([O:34][CH3:33])[CH:36]=6)=[CH:3][CH:4]=5)[CH2:25][C@:23]23[CH3:24])=[C:10]2[C:15](=[CH:14][C:13](=[O:32])[CH2:12][CH2:11]2)[CH2:16][CH2:17]4)=[O:27])[CH2:30][CH2:29]1. The yield is 0.410.